Dataset: NCI-60 drug combinations with 297,098 pairs across 59 cell lines. Task: Regression. Given two drug SMILES strings and cell line genomic features, predict the synergy score measuring deviation from expected non-interaction effect. Drug 1: CC=C1C(=O)NC(C(=O)OC2CC(=O)NC(C(=O)NC(CSSCCC=C2)C(=O)N1)C(C)C)C(C)C. Drug 2: CC1CCCC2(C(O2)CC(NC(=O)CC(C(C(=O)C(C1O)C)(C)C)O)C(=CC3=CSC(=N3)C)C)C. Cell line: OVCAR-5. Synergy scores: CSS=67.8, Synergy_ZIP=3.83, Synergy_Bliss=2.45, Synergy_Loewe=-0.00398, Synergy_HSA=3.92.